Dataset: Full USPTO retrosynthesis dataset with 1.9M reactions from patents (1976-2016). Task: Predict the reactants needed to synthesize the given product. Given the product [F:1][C:2]1[CH:7]=[CH:6][C:5]([C@H:8]([CH2:18][CH3:19])[CH2:9][C@:10]([OH:17])([C:13]([F:16])([F:15])[F:14])[CH:11]=[N:23][C:24]2[CH:33]=[CH:32][CH:31]=[C:30]3[C:25]=2[CH:26]=[CH:27][NH:28][C:29]3=[O:34])=[C:4]([O:20][CH3:21])[C:3]=1[CH3:22], predict the reactants needed to synthesize it. The reactants are: [F:1][C:2]1[CH:7]=[CH:6][C:5]([C@H:8]([CH2:18][CH3:19])[CH2:9][C@:10]([OH:17])([C:13]([F:16])([F:15])[F:14])[CH:11]=O)=[C:4]([O:20][CH3:21])[C:3]=1[CH3:22].[NH2:23][C:24]1[CH:33]=[CH:32][CH:31]=[C:30]2[C:25]=1[CH:26]=[CH:27][NH:28][C:29]2=[O:34].